From a dataset of Reaction yield outcomes from USPTO patents with 853,638 reactions. Predict the reaction yield, written as a fraction of the theoretical maximum amount of product (1.0 means a 100% yield; for example, 0.34 means a 34% yield). (1) The reactants are NCCC[N:5]1[C:13]2[C:8](=[CH:9][C:10]([Br:14])=[CH:11][CH:12]=2)[C:7]2([O:19][CH2:18][CH2:17][CH2:16][O:15]2)[C:6]1=[O:20].N. The catalyst is CCO. The product is [Br:14][C:10]1[CH:9]=[C:8]2[C:13](=[CH:12][CH:11]=1)[NH:5][C:6](=[O:20])[C:7]12[O:19][CH2:18][CH2:17][CH2:16][O:15]1. The yield is 0.660. (2) The reactants are Cl[C:2]1[CH:11]=[CH:10][N:9]=[C:8]2[C:3]=1[C:4]1[CH:16]=[C:15]([O:17][CH3:18])[C:14]([O:19][CH3:20])=[CH:13][C:5]=1[C:6](=[O:12])[NH:7]2.[Cl:21][C:22]1[CH:30]=[CH:29][C:25]2[O:26][CH2:27][O:28][C:24]=2[C:23]=1[NH2:31].CC(C1C=C(C(C)C)C(C2C=CC=CC=2P(C2CCCCC2)C2CCCCC2)=C(C(C)C)C=1)C.CC([O-])(C)C.[Na+]. The catalyst is O1CCOCC1.CCOC(C)=O.O.CC([O-])=O.CC([O-])=O.[Pd+2]. The product is [Cl:21][C:22]1[CH:30]=[CH:29][C:25]2[O:26][CH2:27][O:28][C:24]=2[C:23]=1[NH:31][C:2]1[CH:11]=[CH:10][N:9]=[C:8]2[C:3]=1[C:4]1[CH:16]=[C:15]([O:17][CH3:18])[C:14]([O:19][CH3:20])=[CH:13][C:5]=1[C:6](=[O:12])[NH:7]2. The yield is 0.0300. (3) The reactants are [F:1][C:2]1[CH:7]=[CH:6][C:5]([CH:8]([C:14]2[CH:19]=[CH:18][C:17]([F:20])=[CH:16][CH:15]=2)[S:9][CH2:10][C:11]([OH:13])=O)=[CH:4][CH:3]=1.[CH:21]1([CH2:24][NH2:25])[CH2:23][CH2:22]1. No catalyst specified. The product is [F:20][C:17]1[CH:18]=[CH:19][C:14]([CH:8]([C:5]2[CH:4]=[CH:3][C:2]([F:1])=[CH:7][CH:6]=2)[S:9][CH2:10][C:11]([NH:25][CH2:24][CH:21]2[CH2:23][CH2:22]2)=[O:13])=[CH:15][CH:16]=1. The yield is 0.920. (4) The catalyst is O. The product is [CH3:1][O:2][C:3]1[CH:13]=[CH:12][CH:11]=[C:5]2[C:6]([NH:16][C:9](=[O:8])[C:4]=12)=[O:7]. The reactants are [CH3:1][O:2][C:3]1[CH:13]=[CH:12][CH:11]=[C:5]2[C:6]([O:8][C:9](=O)[C:4]=12)=[O:7].C([NH2:16])=O. The yield is 0.370.